From a dataset of Peptide-MHC class I binding affinity with 185,985 pairs from IEDB/IMGT. Regression. Given a peptide amino acid sequence and an MHC pseudo amino acid sequence, predict their binding affinity value. This is MHC class I binding data. (1) The peptide sequence is AVAVARVAA. The MHC is HLA-B48:01 with pseudo-sequence HLA-B48:01. The binding affinity (normalized) is 0.0847. (2) The peptide sequence is VQYRILPMII. The MHC is HLA-A24:02 with pseudo-sequence HLA-A24:02. The binding affinity (normalized) is 0.318. (3) The peptide sequence is GSVNVVYTF. The MHC is Mamu-B17 with pseudo-sequence Mamu-B17. The binding affinity (normalized) is 0. (4) The peptide sequence is DPSMLRTTA. The MHC is HLA-B58:01 with pseudo-sequence HLA-B58:01. The binding affinity (normalized) is 0.0847. (5) The peptide sequence is SRTLLAGIV. The MHC is Mamu-B03 with pseudo-sequence Mamu-B03. The binding affinity (normalized) is 0.388. (6) The MHC is HLA-A02:11 with pseudo-sequence HLA-A02:11. The binding affinity (normalized) is 0.0847. The peptide sequence is TTEANAGQF.